Dataset: Peptide-MHC class I binding affinity with 185,985 pairs from IEDB/IMGT. Task: Regression. Given a peptide amino acid sequence and an MHC pseudo amino acid sequence, predict their binding affinity value. This is MHC class I binding data. (1) The peptide sequence is ILNRETLLDFV. The MHC is HLA-C07:01 with pseudo-sequence HLA-C07:01. The binding affinity (normalized) is 0.0847. (2) The peptide sequence is YLDFGGPEG. The MHC is HLA-A03:01 with pseudo-sequence HLA-A03:01. The binding affinity (normalized) is 0.0847.